From a dataset of Forward reaction prediction with 1.9M reactions from USPTO patents (1976-2016). Predict the product of the given reaction. The product is: [CH2:14]([N:21]1[CH2:26][CH2:25][C:24]([CH2:5][C:6]2[CH:11]=[C:10]([F:12])[CH:9]=[CH:8][C:7]=2[F:13])([OH:27])[CH2:23][CH2:22]1)[C:15]1[CH:16]=[CH:17][CH:18]=[CH:19][CH:20]=1. Given the reactants [Mg].II.Br[CH2:5][C:6]1[CH:11]=[C:10]([F:12])[CH:9]=[CH:8][C:7]=1[F:13].[CH2:14]([N:21]1[CH2:26][CH2:25][C:24](=[O:27])[CH2:23][CH2:22]1)[C:15]1[CH:20]=[CH:19][CH:18]=[CH:17][CH:16]=1.[Cl-].[NH4+], predict the reaction product.